This data is from Forward reaction prediction with 1.9M reactions from USPTO patents (1976-2016). The task is: Predict the product of the given reaction. (1) Given the reactants [Cl:1][C:2]1[C:7]([O:8][CH3:9])=[CH:6][C:5]([O:10][CH3:11])=[C:4]([Cl:12])[C:3]=1[C:13]1[CH:14]=[C:15]2[C:20](=[CH:21][CH:22]=1)[N:19]=[C:18]([NH:23][C@H:24]1[C@@H:29]([NH:30]C(=O)OCC[Si](C)(C)C)[CH2:28][C@H:27]3[C@@H:25]1[CH2:26]3)[N:17]=[CH:16]2.Cl, predict the reaction product. The product is: [Cl:12][C:4]1[C:5]([O:10][CH3:11])=[CH:6][C:7]([O:8][CH3:9])=[C:2]([Cl:1])[C:3]=1[C:13]1[CH:14]=[C:15]2[C:20](=[CH:21][CH:22]=1)[N:19]=[C:18]([NH:23][C@H:24]1[C@@H:29]([NH2:30])[CH2:28][C@H:27]3[C@@H:25]1[CH2:26]3)[N:17]=[CH:16]2. (2) Given the reactants [Cl:1][C:2]1[C:11]2[C:6](=[CH:7][C:8]([O:14][CH2:15][CH2:16][CH2:17][N:18]3[CH2:22][CH2:21][CH2:20][CH2:19]3)=[C:9]([C:12]#[N:13])[CH:10]=2)[N:5]=[CH:4][CH:3]=1.[NH2:23][C:24]1[CH:25]=[C:26]2[C:30](=[CH:31][CH:32]=1)[NH:29][C:28]([CH3:33])=[CH:27]2, predict the reaction product. The product is: [ClH:1].[C:12]([C:9]1[CH:10]=[C:11]2[C:6](=[CH:7][C:8]=1[O:14][CH2:15][CH2:16][CH2:17][N:18]1[CH2:22][CH2:21][CH2:20][CH2:19]1)[N:5]=[CH:4][CH:3]=[C:2]2[NH:23][C:24]1[CH:25]=[C:26]2[C:30](=[CH:31][CH:32]=1)[NH:29][C:28]([CH3:33])=[CH:27]2)#[N:13]. (3) Given the reactants [NH2:1][C@H:2]1[CH2:7][CH2:6][N:5]([C:8]2[CH:9]=[CH:10][C:11]([CH3:18])=[C:12]([CH:17]=2)[C:13]([O:15][CH3:16])=[O:14])[CH2:4][C@H:3]1[O:19][CH3:20].[Cl:21][C:22]1[N:23]=[C:24]([C:29](O)=[O:30])[NH:25][C:26]=1[CH2:27][CH3:28].CCN=C=NCCCN(C)C.Cl.C1C=CC2N(O)N=NC=2C=1, predict the reaction product. The product is: [Cl:21][C:22]1[N:23]=[C:24]([C:29]([NH:1][C@H:2]2[CH2:7][CH2:6][N:5]([C:8]3[CH:9]=[CH:10][C:11]([CH3:18])=[C:12]([CH:17]=3)[C:13]([O:15][CH3:16])=[O:14])[CH2:4][C@H:3]2[O:19][CH3:20])=[O:30])[NH:25][C:26]=1[CH2:27][CH3:28]. (4) Given the reactants [CH3:1][N:2]1[C:10]2[C:5](=[CH:6][CH:7]=[C:8]([C:11]([O-])=[O:12])[CH:9]=2)[C:4]([N:14]2[CH2:19][CH2:18][N:17]([CH3:20])[CH2:16][CH2:15]2)=[N:3]1.[Li+].C(Cl)CCl.C1C=CC2N(O)N=NC=2C=1.CCN(CC)CC.[CH3:43][O:44][C:45]1[CH:52]=[CH:51][C:48]([CH2:49][NH2:50])=[CH:47][CH:46]=1, predict the reaction product. The product is: [CH3:43][O:44][C:45]1[CH:52]=[CH:51][C:48]([CH2:49][NH:50][C:11]([C:8]2[CH:9]=[C:10]3[C:5]([C:4]([N:14]4[CH2:19][CH2:18][N:17]([CH3:20])[CH2:16][CH2:15]4)=[N:3][N:2]3[CH3:1])=[CH:6][CH:7]=2)=[O:12])=[CH:47][CH:46]=1. (5) Given the reactants C[O:2][C:3](=[O:47])[CH2:4][C@H:5]([OH:46])[CH2:6][C@H:7]([OH:45])[CH2:8][CH2:9][C:10]1[N:11]([CH:42]([CH3:44])[CH3:43])[C:12]([C:28](=[O:41])[NH:29][CH2:30][C:31]2[CH:36]=[CH:35]C=[C:33](C(OC)=O)[CH:32]=2)=[C:13]([C:22]2[CH:27]=[CH:26][CH:25]=[CH:24][CH:23]=2)[C:14]=1[C:15]1[CH:20]=[CH:19][C:18]([F:21])=[CH:17][CH:16]=1.[CH2:48]([OH:50])[CH3:49].[OH2:51].[OH-].[Na+:53].[CH3:54]O, predict the reaction product. The product is: [Na+:53].[F:21][C:18]1[CH:19]=[CH:20][C:15]([C:14]2[C:13]([C:22]3[CH:23]=[CH:24][CH:25]=[CH:26][CH:27]=3)=[C:12]([C:28](=[O:41])[NH:29][CH2:30][C:31]3[CH:36]=[CH:35][C:49]([C:48]([O:51][CH3:54])=[O:50])=[CH:33][CH:32]=3)[N:11]([CH:42]([CH3:43])[CH3:44])[C:10]=2[CH2:9][CH2:8][C@@H:7]([OH:45])[CH2:6][C@@H:5]([OH:46])[CH2:4][C:3]([O-:47])=[O:2])=[CH:16][CH:17]=1. (6) Given the reactants ClC1C=C(C=CC=1)C(OO)=[O:6].[Cl:12][C:13]1[CH:18]=[C:17]([S:19]([C:22]2[CH:27]=[CH:26][CH:25]=[CH:24][C:23]=2[S:28][CH3:29])(=[O:21])=[O:20])[CH:16]=[CH:15][C:14]=1[NH:30][C:31](=[O:39])[C@:32]([OH:38])([CH3:37])[C:33]([F:36])([F:35])[F:34], predict the reaction product. The product is: [Cl:12][C:13]1[CH:18]=[C:17]([S:19]([C:22]2[CH:27]=[CH:26][CH:25]=[CH:24][C:23]=2[S:28]([CH3:29])=[O:6])(=[O:20])=[O:21])[CH:16]=[CH:15][C:14]=1[NH:30][C:31](=[O:39])[C@:32]([OH:38])([CH3:37])[C:33]([F:35])([F:36])[F:34]. (7) Given the reactants C1C=C2C=C[C:9](O)=[C:10]([C:11]3[C:20]4[C:15](=CC=CC=4)[CH:14]=[CH:13][C:12]=3[OH:21])[C:4]2=CC=1.[CH2:23]([Al](CC)CC)C, predict the reaction product. The product is: [CH3:23][C@H:14]1[CH2:13][C@@H:12]([OH:21])[C@H:11]([C:10]([CH3:9])=[CH2:4])[CH2:20][CH2:15]1. (8) Given the reactants [CH3:1][O:2][C:3]1[CH:4]=[C:5]([CH2:9][CH2:10][NH2:11])[CH:6]=[CH:7][CH:8]=1.CCN(CC)CC.Cl[C:20]([O:22][CH2:23][CH3:24])=[O:21].O, predict the reaction product. The product is: [CH3:1][O:2][C:3]1[CH:4]=[C:5]([CH:6]=[CH:7][CH:8]=1)[CH2:9][CH2:10][NH:11][C:20](=[O:21])[O:22][CH2:23][CH3:24]. (9) Given the reactants [CH3:1][O:2][C:3]1[CH:4]=[C:5]([C:11]2[N:16]=[C:15]3[C:17](=[CH2:31])[N:18]([C:21]4[CH:22]=[N:23][N:24]([CH2:26][C:27]([F:30])([F:29])[F:28])[CH:25]=4)[C:19](=[O:20])[C:14]3=[CH:13][CH:12]=2)[CH:6]=[N:7][C:8]=1[O:9][CH3:10], predict the reaction product. The product is: [CH3:1][O:2][C:3]1[CH:4]=[C:5]([C:11]2[N:16]=[C:15]3[CH:17]([CH3:31])[N:18]([C:21]4[CH:22]=[N:23][N:24]([CH2:26][C:27]([F:30])([F:29])[F:28])[CH:25]=4)[C:19](=[O:20])[C:14]3=[CH:13][CH:12]=2)[CH:6]=[N:7][C:8]=1[O:9][CH3:10].